This data is from Reaction yield outcomes from USPTO patents with 853,638 reactions. The task is: Predict the reaction yield, written as a fraction of the theoretical maximum amount of product (1.0 means a 100% yield; for example, 0.34 means a 34% yield). (1) The reactants are [Cl:1][C:2]1[CH:7]=[CH:6][C:5]([C:8]2[C:12]3[CH2:13][N:14]([C:17](=[O:19])[CH3:18])[CH2:15][CH2:16][C:11]=3[NH:10][N:9]=2)=[CH:4][C:3]=1[N+:20]([O-:22])=[O:21].[C:23](=O)([O-])[O-].[Cs+].[Cs+].C([CH:31]1[O:33][CH2:32]1)Cl. The catalyst is CN(C=O)C.C(OCC)(=O)C.O. The product is [Cl:1][C:2]1[CH:7]=[CH:6][C:5]([C:8]2[C:12]3[CH:13]([CH3:23])[N:14]([C:17](=[O:19])[CH3:18])[CH2:15][CH2:16][C:11]=3[N:10]([CH:32]3[CH2:31][O:33]3)[N:9]=2)=[CH:4][C:3]=1[N+:20]([O-:22])=[O:21]. The yield is 0.830. (2) The reactants are Cl.[CH2:2]([NH:4][C:5]([NH:7][C:8]1[CH:13]=[CH:12][C:11]([C:14]2[N:15]=[C:16]([N:24]3[CH2:29][CH2:28][O:27][CH2:26][C@@H:25]3[CH3:30])[C:17]3[CH2:23][CH2:22][NH:21][CH2:20][C:18]=3[N:19]=2)=[CH:10][CH:9]=1)=[O:6])[CH3:3].CCN(C(C)C)C(C)C.[CH2:40]([N:42]=[C:43]=[O:44])[CH3:41]. The catalyst is C(Cl)Cl. The product is [CH2:40]([NH:42][C:43]([N:21]1[CH2:22][CH2:23][C:17]2[C:16]([N:24]3[CH2:29][CH2:28][O:27][CH2:26][C@@H:25]3[CH3:30])=[N:15][C:14]([C:11]3[CH:10]=[CH:9][C:8]([NH:7][C:5]([NH:4][CH2:2][CH3:3])=[O:6])=[CH:13][CH:12]=3)=[N:19][C:18]=2[CH2:20]1)=[O:44])[CH3:41]. The yield is 0.470. (3) The reactants are FC(F)(F)C(O)=O.C(OC(=O)[NH:14][CH:15]1[CH2:20][CH2:19][N:18]([CH2:21][CH2:22][S:23][C:24]2[CH:33]=[N:32][C:31]3[C:26](=[CH:27][C:28]([O:34][CH3:35])=[CH:29][CH:30]=3)[N:25]=2)[CH2:17][CH2:16]1)(C)(C)C. The catalyst is ClCCl. The product is [CH3:35][O:34][C:28]1[CH:27]=[C:26]2[C:31]([N:32]=[CH:33][C:24]([S:23][CH2:22][CH2:21][N:18]3[CH2:17][CH2:16][CH:15]([NH2:14])[CH2:20][CH2:19]3)=[N:25]2)=[CH:30][CH:29]=1. The yield is 0.920. (4) The reactants are [CH3:1][O:2][C:3]([C:5]1([C:8]2[CH:13]=[CH:12][C:11]([OH:14])=[C:10]([NH2:15])[CH:9]=2)[CH2:7][CH2:6]1)=[O:4].Cl[C:17](Cl)([O:19]C(=O)OC(Cl)(Cl)Cl)Cl.O. The catalyst is C1COCC1. The product is [CH3:1][O:2][C:3]([C:5]1([C:8]2[CH:13]=[CH:12][C:11]3[O:14][C:17](=[O:19])[NH:15][C:10]=3[CH:9]=2)[CH2:7][CH2:6]1)=[O:4]. The yield is 0.910. (5) The reactants are [NH2:1][C:2]1[C:3]([CH3:14])=[C:4]([C:9]([Br:13])=[C:10]([F:12])[CH:11]=1)[C:5]([O:7][CH3:8])=[O:6].[N:15]([O-])=O.[Na+]. The catalyst is C(O)(=O)C.O. The product is [Br:13][C:9]1[C:10]([F:12])=[CH:11][C:2]2[NH:1][N:15]=[CH:14][C:3]=2[C:4]=1[C:5]([O:7][CH3:8])=[O:6]. The yield is 0.520.